This data is from Forward reaction prediction with 1.9M reactions from USPTO patents (1976-2016). The task is: Predict the product of the given reaction. (1) Given the reactants [C:1]([C:3]1[CH:8]=[CH:7][C:6]([N:9]2[CH2:14][CH2:13][N:12](C(OC(C)(C)C)=O)[C@@H:11]([CH3:22])[CH2:10]2)=[CH:5][CH:4]=1)#[N:2].[ClH:23], predict the reaction product. The product is: [ClH:23].[CH3:22][C@@H:11]1[NH:12][CH2:13][CH2:14][N:9]([C:6]2[CH:7]=[CH:8][C:3]([C:1]#[N:2])=[CH:4][CH:5]=2)[CH2:10]1. (2) Given the reactants C(=O)([O-])[O-].[K+].[K+].[NH:7]1[CH:11]=[CH:10][CH:9]=[N:8]1.Br[C:13]1[CH:18]=[CH:17][CH:16]=[CH:15][C:14]=1[CH2:19][N:20]1[C@H:25]([CH:26]([CH2:29][CH3:30])[CH2:27][CH3:28])[C:24](=[O:31])[NH:23][C@H:22]([CH:32]2[CH2:40][C:39]3[C:34](=[CH:35][CH:36]=[CH:37][CH:38]=3)[CH2:33]2)[C:21]1=[O:41].CN1C(=O)CCC1, predict the reaction product. The product is: [CH2:33]1[C:34]2[C:39](=[CH:38][CH:37]=[CH:36][CH:35]=2)[CH2:40][CH:32]1[C@H:22]1[NH:23][C:24](=[O:31])[C@@H:25]([CH:26]([CH2:29][CH3:30])[CH2:27][CH3:28])[N:20]([CH2:19][C:14]2[CH:13]=[CH:18][CH:17]=[CH:16][C:15]=2[N:7]2[CH:11]=[CH:10][CH:9]=[N:8]2)[C:21]1=[O:41]. (3) Given the reactants [CH:1](=O)[C:2]1[CH:7]=[CH:6][CH:5]=[CH:4][CH:3]=1.ClC1C=[C:12](C=CC=1)[CH:13]=[O:14].[CH3:18][Si:19](N[Si:19]([CH3:21])([CH3:20])[CH3:18])([CH3:21])[CH3:20].C([Li])CCC.C[Si](Cl)(C)C.C([N:39](CC)CC)C.C(Cl)(=O)C, predict the reaction product. The product is: [C:2]1([CH:1]=[N:39][C:13]([O:12][Si:19]([CH3:21])([CH3:20])[CH3:18])=[CH2:14])[CH:7]=[CH:6][CH:5]=[CH:4][CH:3]=1. (4) The product is: [Cl:1][C:2]1[CH:7]=[C:6]([CH:8]=[N:18][OH:19])[CH:5]=[CH:4][C:3]=1[CH2:10][NH:11][C:12]([CH:14]1[CH2:16][CH2:15]1)=[O:13]. Given the reactants [Cl:1][C:2]1[CH:7]=[C:6]([CH:8]=O)[CH:5]=[CH:4][C:3]=1[CH2:10][NH:11][C:12]([CH:14]1[CH2:16][CH2:15]1)=[O:13].Cl.[NH2:18][OH:19], predict the reaction product. (5) Given the reactants [C:1]([O:5][C:6](=[O:36])[NH:7][C:8]([CH2:31][O:32][CH2:33][O:34][CH3:35])([CH2:22][CH2:23][O:24][CH:25]1[CH2:30][CH2:29][CH2:28][CH2:27][O:26]1)[CH2:9][CH2:10][C:11]1[CH:16]=[CH:15][C:14]([OH:17])=[C:13]([C:18]([F:21])([F:20])[F:19])[CH:12]=1)([CH3:4])([CH3:3])[CH3:2].C(=O)([O-])[O-].[K+].[K+].[CH2:43](Br)[CH2:44][CH2:45][CH2:46][CH2:47][CH2:48][CH3:49].O, predict the reaction product. The product is: [C:1]([O:5][C:6](=[O:36])[NH:7][C:8]([CH2:31][O:32][CH2:33][O:34][CH3:35])([CH2:22][CH2:23][O:24][CH:25]1[CH2:30][CH2:29][CH2:28][CH2:27][O:26]1)[CH2:9][CH2:10][C:11]1[CH:16]=[CH:15][C:14]([O:17][CH2:43][CH2:44][CH2:45][CH2:46][CH2:47][CH2:48][CH3:49])=[C:13]([C:18]([F:20])([F:21])[F:19])[CH:12]=1)([CH3:4])([CH3:3])[CH3:2]. (6) Given the reactants C([O:3][C:4]([C:6]1[C:7]([NH:16][C:17]2[CH:22]=[CH:21][C:20]([I:23])=[CH:19][C:18]=2[F:24])=[CH:8][C:9]2[N:10]([C:12]([CH3:15])=[N:13][N:14]=2)[CH:11]=1)=O)C.[NH3:25], predict the reaction product. The product is: [F:24][C:18]1[CH:19]=[C:20]([I:23])[CH:21]=[CH:22][C:17]=1[NH:16][C:7]1[C:6]([C:4]([NH2:25])=[O:3])=[CH:11][N:10]2[C:12]([CH3:15])=[N:13][N:14]=[C:9]2[CH:8]=1. (7) Given the reactants [NH:1]1[C:9]2[C:4](=[CH:5][C:6]([NH2:10])=[CH:7][CH:8]=2)[CH:3]=[CH:2]1.C(N(CC)CC)C.[CH2:18]([O:20][C:21](Cl)=[O:22])[CH3:19], predict the reaction product. The product is: [CH2:18]([O:20][C:21](=[O:22])[NH:10][C:6]1[CH:5]=[C:4]2[C:9](=[CH:8][CH:7]=1)[NH:1][CH:2]=[CH:3]2)[CH3:19].